Dataset: Full USPTO retrosynthesis dataset with 1.9M reactions from patents (1976-2016). Task: Predict the reactants needed to synthesize the given product. (1) Given the product [Cl:1][C:2]1[CH:3]=[N:4][CH:5]=[C:6]([Cl:27])[C:7]=1[NH:8][C:9]([C:11]1[C:12]2[N:13]([N:20]=[C:21]([C:23]([F:24])([F:26])[F:25])[CH:22]=2)[C:14]([C:17](=[O:19])[CH3:18])=[CH:15][CH:16]=1)=[O:10], predict the reactants needed to synthesize it. The reactants are: [Cl:1][C:2]1[CH:3]=[N:4][CH:5]=[C:6]([Cl:27])[C:7]=1[NH:8][C:9]([C:11]1[C:12]2[N:13]([N:20]=[C:21]([C:23]([F:26])([F:25])[F:24])[CH:22]=2)[C:14]([CH:17]([OH:19])[CH3:18])=[CH:15][CH:16]=1)=[O:10].C(N(CC)CC)C. (2) Given the product [C:42]([NH:41][C:38]1[N:39]=[CH:40][C:35]([C:2]2[CH:3]=[C:4]([C:14]([NH:16][CH2:17][C:18]3[C:19](=[O:26])[NH:20][C:21]([CH3:25])=[CH:22][C:23]=3[CH3:24])=[O:15])[C:5]3[CH:6]=[N:7][N:8]([CH:11]([CH3:13])[CH3:12])[C:9]=3[CH:10]=2)=[CH:36][CH:37]=1)(=[O:44])[CH3:43], predict the reactants needed to synthesize it. The reactants are: Br[C:2]1[CH:3]=[C:4]([C:14]([NH:16][CH2:17][C:18]2[C:19](=[O:26])[NH:20][C:21]([CH3:25])=[CH:22][C:23]=2[CH3:24])=[O:15])[C:5]2[CH:6]=[N:7][N:8]([CH:11]([CH3:13])[CH3:12])[C:9]=2[CH:10]=1.CC1(C)C(C)(C)OB([C:35]2[CH:36]=[CH:37][C:38]([NH:41][C:42](=[O:44])[CH3:43])=[N:39][CH:40]=2)O1.C(=O)(O)[O-].[Na+].O. (3) Given the product [CH2:1]([O:3][C:4]([C:6]1[C:7](=[O:29])[C:8]2[CH:13]=[N:12][C:11]([NH:44][C:45]3[CH:50]=[CH:49][C:48]([CH:51]4[CH2:52][CH2:53][N:54]([C:57](=[O:62])[CH2:58][N:59]([CH3:60])[CH3:61])[CH2:55][CH2:56]4)=[CH:47][CH:46]=3)=[N:10][C:9]=2[N:18]([C:20]2[CH:21]=[C:22]3[C:26](=[CH:27][CH:28]=2)[CH2:25][CH2:24][CH2:23]3)[CH:19]=1)=[O:5])[CH3:2], predict the reactants needed to synthesize it. The reactants are: [CH2:1]([O:3][C:4]([C:6]1[C:7](=[O:29])[C:8]2[CH:13]=[N:12][C:11](S(C)(=O)=O)=[N:10][C:9]=2[N:18]([C:20]2[CH:21]=[C:22]3[C:26](=[CH:27][CH:28]=2)[CH2:25][CH2:24][CH2:23]3)[CH:19]=1)=[O:5])[CH3:2].OC(C(F)(F)F)=O.OC(C(F)(F)F)=O.[NH2:44][C:45]1[CH:50]=[CH:49][C:48]([CH:51]2[CH2:56][CH2:55][N:54]([C:57](=[O:62])[CH2:58][N:59]([CH3:61])[CH3:60])[CH2:53][CH2:52]2)=[CH:47][CH:46]=1. (4) Given the product [CH2:1]([O:6][C:7]([NH:9][C@H:10]([C:15]([OH:17])=[O:16])[CH2:11][CH2:12][CH2:13][CH3:14])=[O:8])[CH2:2][CH:3]=[CH2:4], predict the reactants needed to synthesize it. The reactants are: [CH2:1]([O:6][C:7]([NH:9][C@H:10]([C:15]([OH:17])=[O:16])[CH2:11][CH2:12][CH2:13][CH3:14])=[O:8])[CH2:2][CH2:3][CH:4]=C.C(OC(N[C@H](C(O)=O)CCCC)=O)C=C. (5) Given the product [F:1][C:2]([F:31])([F:30])[C:3]1[CH:4]=[C:5]([C@H:13]2[O:17][C:16](=[O:18])[N:15]([CH2:19][C:20]3[C:25]([C:39]4[CH:38]=[C:37]([CH2:40][CH2:41][C:42]([O:44][CH3:45])=[O:43])[CH:36]=[CH:35][C:34]=4[O:33][CH3:32])=[CH:24][N:23]=[C:22]([S:27][CH3:28])[N:21]=3)[C@H:14]2[CH3:29])[CH:6]=[C:7]([C:9]([F:12])([F:11])[F:10])[CH:8]=1, predict the reactants needed to synthesize it. The reactants are: [F:1][C:2]([F:31])([F:30])[C:3]1[CH:4]=[C:5]([C@H:13]2[O:17][C:16](=[O:18])[N:15]([CH2:19][C:20]3[C:25](Br)=[CH:24][N:23]=[C:22]([S:27][CH3:28])[N:21]=3)[C@H:14]2[CH3:29])[CH:6]=[C:7]([C:9]([F:12])([F:11])[F:10])[CH:8]=1.[CH3:32][O:33][C:34]1[CH:39]=[CH:38][C:37]([CH2:40][CH2:41][C:42]([O:44][CH3:45])=[O:43])=[CH:36][C:35]=1B1OC(C)(C)C(C)(C)O1.C(=O)([O-])[O-].[K+].[K+]. (6) Given the product [CH:1]1([N:6]2[C:10]3[N:11]=[C:12]([NH:15][C:16]4[CH:24]=[CH:23][C:19]([C:20]([N:36]5[CH2:35][CH:34]6[CH2:30][N:31]([C:38]([O:40][C:41]([CH3:44])([CH3:43])[CH3:42])=[O:39])[CH2:32][CH:33]6[CH2:37]5)=[O:22])=[CH:18][N:17]=4)[N:13]=[CH:14][C:9]=3[CH:8]=[C:7]2[C:25](=[O:29])[N:26]([CH3:27])[CH3:28])[CH2:5][CH2:4][CH2:3][CH2:2]1, predict the reactants needed to synthesize it. The reactants are: [CH:1]1([N:6]2[C:10]3[N:11]=[C:12]([NH:15][C:16]4[CH:24]=[CH:23][C:19]([C:20]([OH:22])=O)=[CH:18][N:17]=4)[N:13]=[CH:14][C:9]=3[CH:8]=[C:7]2[C:25](=[O:29])[N:26]([CH3:28])[CH3:27])[CH2:5][CH2:4][CH2:3][CH2:2]1.[CH2:30]1[CH:34]2[CH2:35][NH:36][CH2:37][CH:33]2[CH2:32][N:31]1[C:38]([O:40][C:41]([CH3:44])([CH3:43])[CH3:42])=[O:39].